This data is from Full USPTO retrosynthesis dataset with 1.9M reactions from patents (1976-2016). The task is: Predict the reactants needed to synthesize the given product. (1) Given the product [C:1]([O:5][C:6](=[O:22])[NH:7][C:8]1[CH:13]=[C:12]([N:14]([CH3:16])[CH3:15])[C:11]([C:17]([F:20])([F:19])[F:18])=[CH:10][C:9]=1[NH:21][C:28](=[O:27])[CH2:29][C:30]([C:32]1[CH:37]=[CH:36][CH:35]=[C:34]([C:38]2[C:39]([CH3:45])=[N:40][C:41]([CH3:44])=[CH:42][CH:43]=2)[CH:33]=1)=[O:31])([CH3:4])([CH3:2])[CH3:3], predict the reactants needed to synthesize it. The reactants are: [C:1]([O:5][C:6](=[O:22])[NH:7][C:8]1[CH:13]=[C:12]([N:14]([CH3:16])[CH3:15])[C:11]([C:17]([F:20])([F:19])[F:18])=[CH:10][C:9]=1[NH2:21])([CH3:4])([CH3:3])[CH3:2].C([O:27][C:28](=O)[CH2:29][C:30]([C:32]1[CH:37]=[CH:36][CH:35]=[C:34]([C:38]2[C:39]([CH3:45])=[N:40][C:41]([CH3:44])=[CH:42][CH:43]=2)[CH:33]=1)=[O:31])(C)(C)C. (2) The reactants are: [Br:1][C:2]1[CH:3]=[CH:4][C:5]([F:11])=[C:6]([CH:10]=1)[C:7]([OH:9])=O.[CH2:12]([O:14][C:15](=[O:25])[CH2:16][O:17][C:18]1[CH:23]=[CH:22][CH:21]=[C:20]([NH2:24])[CH:19]=1)[CH3:13]. Given the product [CH2:12]([O:14][C:15](=[O:25])[CH2:16][O:17][C:18]1[CH:23]=[CH:22][CH:21]=[C:20]([NH:24][C:7](=[O:9])[C:6]2[CH:10]=[C:2]([Br:1])[CH:3]=[CH:4][C:5]=2[F:11])[CH:19]=1)[CH3:13], predict the reactants needed to synthesize it. (3) Given the product [CH2:24]([N:16]([CH2:9][C:10]1[CH:11]=[CH:12][CH:13]=[CH:14][CH:15]=1)[CH:17]1[CH2:18][CH2:19][C:20]2([O:23][CH2:31]2)[CH2:21][CH2:22]1)[C:25]1[CH:30]=[CH:29][CH:28]=[CH:27][CH:26]=1, predict the reactants needed to synthesize it. The reactants are: [H-].[Na+].[I-].C[S+](C)(C)=O.[CH2:9]([N:16]([CH2:24][C:25]1[CH:30]=[CH:29][CH:28]=[CH:27][CH:26]=1)[CH:17]1[CH2:22][CH2:21][C:20](=[O:23])[CH2:19][CH2:18]1)[C:10]1[CH:15]=[CH:14][CH:13]=[CH:12][CH:11]=1.[C:31](OCC)(=O)C. (4) Given the product [C:32]([O:36][CH2:31][CH2:9][C:10]([NH:12][C@H:13]1[CH2:17][C@@H:16]([N:18]2[CH:26]=[N:25][C:24]3[C:19]2=[N:20][C:21]([Cl:28])=[N:22][C:23]=3[Cl:27])[C@H:15]([OH:29])[C@@H:14]1[OH:30])=[O:11])([CH3:35])([CH3:34])[CH3:33], predict the reactants needed to synthesize it. The reactants are: C(O[C@H:9]([CH3:31])[C:10]([NH:12][C@H:13]1[CH2:17][C@@H:16]([N:18]2[CH:26]=[N:25][C:24]3[C:19]2=[N:20][C:21]([Cl:28])=[N:22][C:23]=3[Cl:27])[C@H:15]([OH:29])[C@@H:14]1[OH:30])=[O:11])C1C=CC=CC=1.[C:32]([O:36]CCC(O)=O)([CH3:35])([CH3:34])[CH3:33]. (5) Given the product [CH3:23][C:22]1[C:21]([C:24]2[CH:29]=[CH:28][N:27]=[C:26]([NH:30][CH:31]([C:33]3[CH:38]=[CH:37][CH:36]=[CH:35][CH:34]=3)[CH3:32])[N:25]=2)=[C:20]([C:39]2[CH:44]=[CH:43][CH:42]=[C:41]([C:45]([F:48])([F:46])[F:47])[CH:40]=2)[N:19]=[N:18][C:17]=1[CH:14]1[CH2:13][CH2:12][NH:11][CH2:16][CH2:15]1, predict the reactants needed to synthesize it. The reactants are: C(OC([N:11]1[CH2:16][CH2:15][CH:14]([C:17]2[N:18]=[N:19][C:20]([C:39]3[CH:44]=[CH:43][CH:42]=[C:41]([C:45]([F:48])([F:47])[F:46])[CH:40]=3)=[C:21]([C:24]3[CH:29]=[CH:28][N:27]=[C:26]([NH:30][CH:31]([C:33]4[CH:38]=[CH:37][CH:36]=[CH:35][CH:34]=4)[CH3:32])[N:25]=3)[C:22]=2[CH3:23])[CH2:13][CH2:12]1)=O)C1C=CC=CC=1.